This data is from Forward reaction prediction with 1.9M reactions from USPTO patents (1976-2016). The task is: Predict the product of the given reaction. (1) The product is: [C:15]([C:2]1[CH:3]=[C:4]([CH:9]=[C:10]([CH2:12][CH3:13])[CH:11]=1)[C:5]([O:7][CH3:8])=[O:6])#[N:16]. Given the reactants Br[C:2]1[CH:3]=[C:4]([CH:9]=[C:10]([CH2:12][CH3:13])[CH:11]=1)[C:5]([O:7][CH3:8])=[O:6].[Cu](C#N)[C:15]#[N:16], predict the reaction product. (2) The product is: [Cl:39][C:36]1[CH:37]=[CH:38][C:33]([C@@:13]23[O:32][C@@:10]([CH2:52][OH:53])([C:11]([CH3:51])([CH3:50])[O:12]2)[C@@H:9]([OH:8])[C@H:15]([OH:16])[C@H:14]3[OH:24])=[CH:34][C:35]=1[CH2:40][C:41]1[CH:42]=[CH:43][C:44]([O:47][CH2:48][CH3:49])=[CH:45][CH:46]=1. Given the reactants C([O:8][C@H:9]1[C@H:15]([O:16]CC2C=CC=CC=2)[C@@H:14]([O:24]CC2C=CC=CC=2)[C@:13]2([C:33]3[CH:38]=[CH:37][C:36]([Cl:39])=[C:35]([CH2:40][C:41]4[CH:46]=[CH:45][C:44]([O:47][CH2:48][CH3:49])=[CH:43][CH:42]=4)[CH:34]=3)[O:32][C@@:10]1([CH2:52][OH:53])[C:11]([CH3:51])([CH3:50])[O:12]2)C1C=CC=CC=1.ClC1C=CC=CC=1Cl, predict the reaction product. (3) Given the reactants C([NH:5][S:6]([C:9]1[CH:14]=[CH:13][CH:12]=[C:11]([C:15]2[N:20]=[C:19]([C:21]3[CH:26]=[C:25]([C:27]4[CH:32]=[CH:31][C:30]([C:33]([F:36])([F:35])[F:34])=[C:29]([CH3:37])[CH:28]=4)[CH:24]=[C:23]([CH3:38])[N:22]=3)[CH:18]=[CH:17][CH:16]=2)[CH:10]=1)(=[O:8])=[O:7])(C)(C)C.C(O)(C(F)(F)F)=O, predict the reaction product. The product is: [CH3:38][C:23]1[N:22]=[C:21]([C:19]2[CH:18]=[CH:17][CH:16]=[C:15]([C:11]3[CH:10]=[C:9]([S:6]([NH2:5])(=[O:7])=[O:8])[CH:14]=[CH:13][CH:12]=3)[N:20]=2)[CH:26]=[C:25]([C:27]2[CH:32]=[CH:31][C:30]([C:33]([F:36])([F:34])[F:35])=[C:29]([CH3:37])[CH:28]=2)[CH:24]=1. (4) Given the reactants [F:1][CH:2]([F:37])[C:3]1[CH:7]=[C:6]([CH:8]([F:10])[F:9])[N:5]([CH2:11][C:12]([N:14]2[CH2:19][CH2:18][CH:17]([C:20]3[S:21][CH:22]=[C:23]([C:25]4[CH2:29][CH:28]([C:30]5[CH:35]=[CH:34][CH:33]=[CH:32][C:31]=5[OH:36])[O:27][N:26]=4)[N:24]=3)[CH2:16][CH2:15]2)=[O:13])[N:4]=1.C(=O)([O-])[O-].[K+].[K+].[I-].[K+].Br[CH2:47][C:48]#[C:49][Si:50]([CH3:53])([CH3:52])[CH3:51].Cl, predict the reaction product. The product is: [F:37][CH:2]([F:1])[C:3]1[CH:7]=[C:6]([CH:8]([F:10])[F:9])[N:5]([CH2:11][C:12]([N:14]2[CH2:15][CH2:16][CH:17]([C:20]3[S:21][CH:22]=[C:23]([C:25]4[CH2:29][CH:28]([C:30]5[CH:35]=[CH:34][CH:33]=[CH:32][C:31]=5[O:36][CH2:47][C:48]#[C:49][Si:50]([CH3:53])([CH3:52])[CH3:51])[O:27][N:26]=4)[N:24]=3)[CH2:18][CH2:19]2)=[O:13])[N:4]=1. (5) Given the reactants C(OC(=O)[N:7]([CH2:12][C:13]1[CH:18]=[CH:17][C:16]([C:19]2[CH:24]=[CH:23][C:22]([N:25]3[CH2:29][C@H:28]([CH2:30][NH:31][C:32](=[O:34])[CH3:33])[O:27][C:26]3=[O:35])=[CH:21][C:20]=2[F:36])=[CH:15][CH:14]=1)[CH2:8][CH2:9][CH2:10][F:11])(C)(C)C.[ClH:38].O1CCOCC1, predict the reaction product. The product is: [ClH:38].[F:36][C:20]1[CH:21]=[C:22]([N:25]2[CH2:29][C@H:28]([CH2:30][NH:31][C:32](=[O:34])[CH3:33])[O:27][C:26]2=[O:35])[CH:23]=[CH:24][C:19]=1[C:16]1[CH:17]=[CH:18][C:13]([CH2:12][NH:7][CH2:8][CH2:9][CH2:10][F:11])=[CH:14][CH:15]=1. (6) Given the reactants [CH3:1][O:2][C:3]1[CH:4]=[C:5]2[C:10](=[CH:11][C:12]=1[O:13][CH3:14])[N:9]=[CH:8][N:7]=[C:6]2[O:15][C:16]1[CH:22]=[CH:21][C:19]([NH2:20])=[CH:18][CH:17]=1.ClC(Cl)(O[C:27](=[O:33])OC(Cl)(Cl)Cl)Cl.[CH:35]([NH2:39])([CH2:37][CH3:38])[CH3:36].CO, predict the reaction product. The product is: [CH:35]([NH:39][C:27]([NH:20][C:19]1[CH:21]=[CH:22][C:16]([O:15][C:6]2[C:5]3[C:10](=[CH:11][C:12]([O:13][CH3:14])=[C:3]([O:2][CH3:1])[CH:4]=3)[N:9]=[CH:8][N:7]=2)=[CH:17][CH:18]=1)=[O:33])([CH2:37][CH3:38])[CH3:36]. (7) Given the reactants B([C:4]1[CH:5]=[C:6]([CH:10]=[CH:11][CH:12]=1)[C:7]([OH:9])=[O:8])(O)O.C1(P(C2C=CC=CC=2)C2C=CC=CC=2)C=CC=CC=1.C(=O)([O-])[O-].[K+].[K+].Br[C:39]1[CH:44]=[CH:43][CH:42]=[CH:41][C:40]=1[C:45]1[CH:50]=[CH:49][CH:48]=[CH:47][CH:46]=1, predict the reaction product. The product is: [C:40]1([C:45]2[C:50]([C:4]3[CH:12]=[CH:11][CH:10]=[C:6]([C:7]([OH:9])=[O:8])[CH:5]=3)=[CH:49][CH:48]=[CH:47][CH:46]=2)[CH:41]=[CH:42][CH:43]=[CH:44][CH:39]=1.